Dataset: NCI-60 drug combinations with 297,098 pairs across 59 cell lines. Task: Regression. Given two drug SMILES strings and cell line genomic features, predict the synergy score measuring deviation from expected non-interaction effect. Drug 1: CC1=C2C(C(=O)C3(C(CC4C(C3C(C(C2(C)C)(CC1OC(=O)C(C(C5=CC=CC=C5)NC(=O)OC(C)(C)C)O)O)OC(=O)C6=CC=CC=C6)(CO4)OC(=O)C)OC)C)OC. Drug 2: COC1=C(C=C2C(=C1)N=CN=C2NC3=CC(=C(C=C3)F)Cl)OCCCN4CCOCC4. Cell line: SK-OV-3. Synergy scores: CSS=67.8, Synergy_ZIP=6.06, Synergy_Bliss=5.67, Synergy_Loewe=9.97, Synergy_HSA=12.4.